This data is from Forward reaction prediction with 1.9M reactions from USPTO patents (1976-2016). The task is: Predict the product of the given reaction. (1) Given the reactants [C:1]1([CH3:11])[CH:6]=[CH:5][C:4]([S:7]([OH:10])(=[O:9])=[O:8])=[CH:3][CH:2]=1.[CH:12]1([NH:15][C:16](=[O:42])[C:17]2[CH:22]=[CH:21][C:20]([CH3:23])=[C:19]([N:24]3[C:33](=[O:34])[C:32]4[C:27](=[CH:28][CH:29]=[C:30]([N:35]5[CH2:40][CH2:39][N:38]([CH3:41])[CH2:37][CH2:36]5)[CH:31]=4)[N:26]=[CH:25]3)[CH:18]=2)[CH2:14][CH2:13]1, predict the reaction product. The product is: [C:1]1([CH3:11])[CH:2]=[CH:3][C:4]([S:7]([OH:10])(=[O:8])=[O:9])=[CH:5][CH:6]=1.[CH:12]1([NH:15][C:16](=[O:42])[C:17]2[CH:22]=[CH:21][C:20]([CH3:23])=[C:19]([N:24]3[C:33](=[O:34])[C:32]4[C:27](=[CH:28][CH:29]=[C:30]([N:35]5[CH2:36][CH2:37][N:38]([CH3:41])[CH2:39][CH2:40]5)[CH:31]=4)[N:26]=[CH:25]3)[CH:18]=2)[CH2:14][CH2:13]1. (2) Given the reactants [F:1][C:2]1[CH:3]=[C:4]([NH:8][C:9]([NH:11][CH:12]2[CH2:17][CH2:16][NH:15][CH2:14][CH2:13]2)=[O:10])[CH:5]=[CH:6][CH:7]=1.C(N(CC)CC)C.[C:25](Cl)(=[O:27])[CH3:26].O, predict the reaction product. The product is: [C:25]([N:15]1[CH2:16][CH2:17][CH:12]([NH:11][C:9]([NH:8][C:4]2[CH:5]=[CH:6][CH:7]=[C:2]([F:1])[CH:3]=2)=[O:10])[CH2:13][CH2:14]1)(=[O:27])[CH3:26]. (3) Given the reactants [C:1]([O:5][C:6]([N:8]1[CH2:13][CH2:12][CH:11]([CH:14]=O)[CH2:10][CH2:9]1)=[O:7])([CH3:4])([CH3:3])[CH3:2].[C:16]([CH2:18][C:19]([O:21]C)=O)#[N:17].[NH2:23][C:24]([NH2:26])=[S:25].N1CCCCC1, predict the reaction product. The product is: [C:1]([O:5][C:6]([N:8]1[CH2:9][CH2:10][CH:11]([C:14]2[N:23]=[C:24]([SH:25])[NH:26][C:19](=[O:21])[C:18]=2[C:16]#[N:17])[CH2:12][CH2:13]1)=[O:7])([CH3:2])([CH3:3])[CH3:4]. (4) Given the reactants [C:1]([N:4]1[CH2:8][CH2:7][CH2:6][C@H:5]1[CH2:9][C:10]#[N:11])(=[O:3])[CH3:2].Cl.N1CCC[C@@H]1CC#N, predict the reaction product. The product is: [C:1]([N:4]1[CH2:8][CH2:7][CH2:6][C@@H:5]1[CH2:9][C:10]#[N:11])(=[O:3])[CH3:2]. (5) Given the reactants Br[CH2:2][CH2:3][CH2:4][C:5]([O:7][CH2:8][CH3:9])=[O:6].[Br:10][C:11]1[CH:36]=[CH:35][C:14]([CH2:15][C:16]23[CH2:23][CH2:22][CH2:21][N:20]2[C:19](=[O:24])[N:18]([C:25]2[CH:30]=[C:29]([Cl:31])[C:28]([OH:32])=[C:27]([Cl:33])[CH:26]=2)[C:17]3=[O:34])=[CH:13][CH:12]=1.C([O-])([O-])=O.[K+].[K+], predict the reaction product. The product is: [Br:10][C:11]1[CH:12]=[CH:13][C:14]([CH2:15][C:16]23[CH2:23][CH2:22][CH2:21][N:20]2[C:19](=[O:24])[N:18]([C:25]2[CH:30]=[C:29]([Cl:31])[C:28]([O:32][CH2:2][CH2:3][CH2:4][C:5]([O:7][CH2:8][CH3:9])=[O:6])=[C:27]([Cl:33])[CH:26]=2)[C:17]3=[O:34])=[CH:35][CH:36]=1. (6) The product is: [O:9]=[C:3]([N:4]1[CH2:8][CH2:7][CH2:6][CH2:5]1)[C@H:2]([NH2:10])[CH3:1]. Given the reactants [CH3:1][C@@H:2]([NH:10]C(=O)OCC1C=CC=CC=1)[C:3](=[O:9])[N:4]1[CH2:8][CH2:7][CH2:6][CH2:5]1, predict the reaction product. (7) Given the reactants Cl[C:2]1[C:3]2[NH:22][N:21]=[C:20]([C:23]3[CH:28]=[CH:27][N:26]=[C:25]([CH3:29])[CH:24]=3)[C:4]=2[CH:5]=[N:6][C:7]=1[NH:8][C:9]([NH:11][C@@H:12]([C:14]1[CH:19]=[CH:18][CH:17]=[CH:16][CH:15]=1)[CH3:13])=[O:10].F[B-](F)(F)F.[CH:35]1([PH+](C2CCCCC2)C2CCCCC2)CCCCC1.C[Zn]C.C1(C)C=CC=CC=1, predict the reaction product. The product is: [CH3:35][C:2]1[C:3]2[NH:22][N:21]=[C:20]([C:23]3[CH:28]=[CH:27][N:26]=[C:25]([CH3:29])[CH:24]=3)[C:4]=2[CH:5]=[N:6][C:7]=1[NH:8][C:9]([NH:11][C@@H:12]([C:14]1[CH:19]=[CH:18][CH:17]=[CH:16][CH:15]=1)[CH3:13])=[O:10]. (8) Given the reactants C(OC([O:8][NH:9][C:10]([C:12]1[CH:13]=[N:14][C:15]([N:18]2[CH2:23][CH:22]3[CH:20]([CH:21]3[N:24]([CH2:36][CH2:37][N:38]([CH2:41][CH3:42])[CH2:39][CH3:40])[CH2:25][C:26]3[CH:35]=[CH:34][C:33]4[C:28](=[CH:29][CH:30]=[CH:31][CH:32]=4)[CH:27]=3)[CH2:19]2)=[N:16][CH:17]=1)=[O:11])C)C(C)C.Cl.O1CCOCC1, predict the reaction product. The product is: [OH:8][NH:9][C:10]([C:12]1[CH:13]=[N:14][C:15]([N:18]2[CH2:19][CH:20]3[CH:22]([CH:21]3[N:24]([CH2:36][CH2:37][N:38]([CH2:41][CH3:42])[CH2:39][CH3:40])[CH2:25][C:26]3[CH:35]=[CH:34][C:33]4[C:28](=[CH:29][CH:30]=[CH:31][CH:32]=4)[CH:27]=3)[CH2:23]2)=[N:16][CH:17]=1)=[O:11]. (9) Given the reactants CCN(C(C)C)C(C)C.CS(O[CH2:15][CH2:16][O:17][C:18]1[CH:23]=[CH:22][C:21]([CH:24]2[CH2:29][CH2:28][N:27]([C:30]3[CH:31]=[CH:32][C:33]4[N:34]([C:36]([C:39]([F:42])([F:41])[F:40])=[N:37][N:38]=4)[N:35]=3)[CH2:26][CH2:25]2)=[CH:20][CH:19]=1)(=O)=O.[CH3:43][N:44]1[CH2:49][CH2:48][NH:47][CH2:46][C:45]1=[O:50], predict the reaction product. The product is: [CH3:43][N:44]1[CH2:49][CH2:48][N:47]([CH2:15][CH2:16][O:17][C:18]2[CH:19]=[CH:20][C:21]([CH:24]3[CH2:25][CH2:26][N:27]([C:30]4[CH:31]=[CH:32][C:33]5[N:34]([C:36]([C:39]([F:40])([F:41])[F:42])=[N:37][N:38]=5)[N:35]=4)[CH2:28][CH2:29]3)=[CH:22][CH:23]=2)[CH2:46][C:45]1=[O:50].